This data is from Full USPTO retrosynthesis dataset with 1.9M reactions from patents (1976-2016). The task is: Predict the reactants needed to synthesize the given product. (1) Given the product [Si:35]([O:34][CH:5]1[C:6]2[C:11](=[CH:10][C:9]([C:14]3[N:18]=[C:17]([C:19]4[O:23][N:22]=[C:21]([C:24]5[CH:25]=[CH:26][CH:27]=[CH:28][CH:29]=5)[C:20]=4[C:30]([F:31])([F:32])[F:33])[O:16][N:15]=3)=[CH:8][CH:7]=2)[CH2:12][CH2:13][CH:4]1[NH2:1])([C:38]([CH3:40])([CH3:41])[CH3:39])([CH3:36])[CH3:37], predict the reactants needed to synthesize it. The reactants are: [N:1]([CH:4]1[CH2:13][CH2:12][C:11]2[CH:10]=[C:9]([C:14]3[N:18]=[C:17]([C:19]4[O:23][N:22]=[C:21]([C:24]5[CH:29]=[CH:28][CH:27]=[CH:26][CH:25]=5)[C:20]=4[C:30]([F:33])([F:32])[F:31])[O:16][N:15]=3)[CH:8]=[CH:7][C:6]=2[CH:5]1[O:34][Si:35]([C:38]([CH3:41])([CH3:40])[CH3:39])([CH3:37])[CH3:36])=[N+]=[N-].C(OCC)(=O)C.C(Cl)Cl.O.O.[Sn](Cl)Cl. (2) Given the product [C:22]([O:21][C@@H:13]1[C@:14]2([CH3:20])[C:17]([CH3:19])([CH3:18])[C@@H:11]([C:10]3[CH:9]=[C:8]([C:3]4[CH:4]=[CH:5][CH:6]=[CH:7][C:2]=4[F:1])[N:27]=[N:28][C:15]=32)[CH2:12]1)(=[O:24])[CH3:23], predict the reactants needed to synthesize it. The reactants are: [F:1][C:2]1[CH:7]=[CH:6][CH:5]=[CH:4][C:3]=1[C:8](=O)[CH:9]=[C:10]1[C:15](=O)[C@@:14]2([CH3:20])[C:17]([CH3:19])([CH3:18])[C@@H:11]1[CH2:12][C@@H:13]2[O:21][C:22](=[O:24])[CH3:23].O.[NH2:27][NH2:28].CC(O)=O.CCO. (3) Given the product [Cl:8][C:6]1[CH:7]=[C:2]([NH:1][C:20]([NH:19][C:15]2[CH:16]=[CH:17][CH:18]=[C:13]([C:12]([F:11])([F:22])[F:23])[CH:14]=2)=[O:21])[CH:3]=[C:4]([Cl:10])[C:5]=1[OH:9], predict the reactants needed to synthesize it. The reactants are: [NH2:1][C:2]1[CH:7]=[C:6]([Cl:8])[C:5]([OH:9])=[C:4]([Cl:10])[CH:3]=1.[F:11][C:12]([F:23])([F:22])[C:13]1[CH:14]=[C:15]([N:19]=[C:20]=[O:21])[CH:16]=[CH:17][CH:18]=1.Cl.C(Cl)Cl. (4) Given the product [CH3:59][O:60][C:37](=[O:42])[CH2:36][CH:35]([C:34]1[CH:33]=[C:32]([Br:31])[CH:41]=[CH:40][C:39]=1[O:38][CH2:29][C:10]1[CH:11]=[CH:12][CH:7]=[CH:8][CH:9]=1)[C:43]1[CH:44]=[CH:45][CH:46]=[CH:47][CH:48]=1, predict the reactants needed to synthesize it. The reactants are: CC(C(O[C:7]1[CH:8]=[CH:9][C:10]([CH2:29]O)=[CH:11][C:12]=1[C@@H:29]([C:10]1[CH:11]=[CH:12][CH:7]=[CH:8][CH:9]=1)CCN(C(C)C)C(C)C)=O)C.[Br:31][C:32]1[CH:33]=[C:34]2[C:39](=[CH:40][CH:41]=1)[O:38][C:37](=[O:42])[CH2:36][CH:35]2[C:43]1[CH:48]=[CH:47][CH:46]=[CH:45][CH:44]=1.C(Cl)C1C=CC=CC=1.[I-].[Na+].[C:59](=O)([O-])[O-:60].[K+].[K+].